Task: Predict the product of the given reaction.. Dataset: Forward reaction prediction with 1.9M reactions from USPTO patents (1976-2016) (1) Given the reactants [CH2:1]([C:3]1[CH:8]=[CH:7][C:6]([CH:9]2[CH2:14][N:13]([C:15]([N:17]3[CH2:22][CH2:21][O:20][CH2:19][CH2:18]3)=[O:16])[CH2:12][CH:11]([C:23](O)=[O:24])[CH2:10]2)=[CH:5][CH:4]=1)[CH3:2].O[C:27]1([C:34](=[NH:36])[NH2:35])[CH:32]=[CH:31][CH:30]=[CH:29][CH:28]1[CH3:33], predict the reaction product. The product is: [CH2:1]([C:3]1[CH:4]=[CH:5][C:6]([CH:9]2[CH2:10][CH:11]([C:23]3[O:24][N:36]=[C:34]([C:27]4[CH:32]=[CH:31][CH:30]=[CH:29][C:28]=4[CH3:33])[N:35]=3)[CH2:12][N:13]([C:15]([N:17]3[CH2:22][CH2:21][O:20][CH2:19][CH2:18]3)=[O:16])[CH2:14]2)=[CH:7][CH:8]=1)[CH3:2]. (2) Given the reactants [Br:1][C:2]1[CH:3]=[C:4]([C:8]2[N:9]=[C:10]([CH:13]([NH2:20])[CH2:14][CH2:15][CH2:16][CH:17]([CH3:19])[CH3:18])[NH:11][CH:12]=2)[CH:5]=[CH:6][CH:7]=1.C(N(CC)CC)C.[C:28]1(=O)[CH2:33][CH2:32][CH2:31][CH2:30][CH2:29]1.C(O[BH-](OC(=O)C)OC(=O)C)(=O)C.[Na+], predict the reaction product. The product is: [Br:1][C:2]1[CH:3]=[C:4]([C:8]2[N:9]=[C:10]([CH:13]([NH:20][CH:28]3[CH2:33][CH2:32][CH2:31][CH2:30][CH2:29]3)[CH2:14][CH2:15][CH2:16][CH:17]([CH3:18])[CH3:19])[NH:11][CH:12]=2)[CH:5]=[CH:6][CH:7]=1. (3) Given the reactants [NH2:1][C:2]1[CH:7]=[CH:6][C:5]([CH:8]([CH3:12])[C:9]([OH:11])=[O:10])=[CH:4][C:3]=1[F:13].O=S(Cl)Cl.[CH3:18][CH2:19]O, predict the reaction product. The product is: [NH2:1][C:2]1[CH:7]=[CH:6][C:5]([CH:8]([CH3:12])[C:9]([O:11][CH2:18][CH3:19])=[O:10])=[CH:4][C:3]=1[F:13].